Dataset: Catalyst prediction with 721,799 reactions and 888 catalyst types from USPTO. Task: Predict which catalyst facilitates the given reaction. (1) Reactant: [CH3:1][O:2][C:3](=[O:11])[C:4]1[CH:9]=[C:8](Br)[CH:7]=[N:6][CH:5]=1.[F:12][C:13]1[CH:14]=[CH:15][C:16]([C:27]([F:30])([F:29])[F:28])=[C:17]([C:19]([N:21]2[CH2:26][CH2:25][NH:24][CH2:23][CH2:22]2)=[O:20])[CH:18]=1.C1C=CC(P(C2C(C3C(P(C4C=CC=CC=4)C4C=CC=CC=4)=CC=C4C=3C=CC=C4)=C3C(C=CC=C3)=CC=2)C2C=CC=CC=2)=CC=1.CC(C)([O-])C.[Na+]. Product: [CH3:1][O:2][C:3](=[O:11])[C:4]1[CH:9]=[C:8]([N:24]2[CH2:25][CH2:26][N:21]([C:19](=[O:20])[C:17]3[CH:18]=[C:13]([F:12])[CH:14]=[CH:15][C:16]=3[C:27]([F:30])([F:29])[F:28])[CH2:22][CH2:23]2)[CH:7]=[N:6][CH:5]=1. The catalyst class is: 101. (2) Reactant: Br[C:2]1[C:3]([F:21])=[C:4]([F:20])[C:5]([NH:12][C:13]2[CH:18]=[CH:17][CH:16]=[CH:15][C:14]=2[F:19])=[C:6]([CH:11]=1)[C:7]([O:9][CH3:10])=[O:8].P.[C:23]1([CH2:29][SH:30])[CH:28]=[CH:27][CH:26]=[CH:25][CH:24]=1. Product: [CH2:29]([S:30][C:2]1[C:3]([F:21])=[C:4]([F:20])[C:5]([NH:12][C:13]2[CH:18]=[CH:17][CH:16]=[CH:15][C:14]=2[F:19])=[C:6]([CH:11]=1)[C:7]([O:9][CH3:10])=[O:8])[C:23]1[CH:28]=[CH:27][CH:26]=[CH:25][CH:24]=1. The catalyst class is: 45.